From a dataset of Reaction yield outcomes from USPTO patents with 853,638 reactions. Predict the reaction yield, written as a fraction of the theoretical maximum amount of product (1.0 means a 100% yield; for example, 0.34 means a 34% yield). (1) The reactants are [CH2:1]1[O:10][C:9]2[CH:8]=[CH:7][C:5]([NH2:6])=[CH:4][C:3]=2[O:2]1.[CH3:11][C:12](OC(C)=O)=[O:13].C([O-])(O)=O.[Na+]. The catalyst is CC(O)=O. The product is [O:10]1[C:9]2[CH:8]=[CH:7][C:5]([NH:6][C:12](=[O:13])[CH3:11])=[CH:4][C:3]=2[O:2][CH2:1]1. The yield is 0.950. (2) The reactants are [N:1]1[CH:6]=[CH:5][CH:4]=[CH:3][C:2]=1[C:7]1[CH:8]=[CH:9][C:10](=[O:13])[NH:11][CH:12]=1.[C:14]1(B(O)O)[CH:19]=[CH:18][CH:17]=[CH:16][CH:15]=1.N1C=CC=CC=1. The catalyst is C([O-])(=O)C.[Cu+2].C([O-])(=O)C.CN(C)C=O. The product is [C:14]1([N:11]2[CH:12]=[C:7]([C:2]3[CH:3]=[CH:4][CH:5]=[CH:6][N:1]=3)[CH:8]=[CH:9][C:10]2=[O:13])[CH:19]=[CH:18][CH:17]=[CH:16][CH:15]=1. The yield is 0.680. (3) The reactants are [C:1]([C:4]1[CH:9]=[C:8]([Cl:10])[CH:7]=[CH:6][C:5]=1[NH:11][S:12]([C:15]([F:18])([F:17])[F:16])(=[O:14])=[O:13])(=O)[CH3:2].Cl.[F:20][C:21]([F:36])([F:35])[C:22]1[CH:30]=[CH:29][C:28]([C:31]([F:34])([F:33])[F:32])=[CH:27][C:23]=1[CH2:24][O:25][NH2:26].CC([O-])=O.[Na+].CC(O)=O. The catalyst is CO.O. The product is [F:20][C:21]([F:35])([F:36])[C:22]1[CH:30]=[CH:29][C:28]([C:31]([F:34])([F:32])[F:33])=[CH:27][C:23]=1[CH2:24][O:25][N:26]=[C:1]([C:4]1[CH:9]=[C:8]([Cl:10])[CH:7]=[CH:6][C:5]=1[NH:11][S:12]([C:15]([F:18])([F:17])[F:16])(=[O:14])=[O:13])[CH3:2]. The yield is 0.190. (4) The reactants are [C:1]([C:4]1[CH:9]=[CH:8][CH:7]=[CH:6][C:5]=1[S:10][C:11]1[CH:19]=[CH:18][C:14]([C:15]([OH:17])=[O:16])=[CH:13][C:12]=1[N+:20]([O-])=O)([OH:3])=[O:2]. The catalyst is CO.[Pd].O=[Pt]=O. The product is [NH2:20][C:12]1[CH:13]=[C:14]([CH:18]=[CH:19][C:11]=1[S:10][C:5]1[CH:6]=[CH:7][CH:8]=[CH:9][C:4]=1[C:1]([OH:3])=[O:2])[C:15]([OH:17])=[O:16]. The yield is 0.960. (5) The reactants are [ClH:1].[CH3:2][O:3][C:4]1[C:9]([CH2:10][Cl:11])=[CH:8][CH:7]=[CH:6][N:5]=1.[NH3:12]. The catalyst is O.CO. The product is [ClH:11].[ClH:1].[CH3:2][O:3][C:4]1[C:9]([CH2:10][NH2:12])=[CH:8][CH:7]=[CH:6][N:5]=1. The yield is 0.670. (6) The reactants are C[O:2][C:3]1[CH:11]=[CH:10][C:6]2=[N:7][S:8][N:9]=[C:5]2[CH:4]=1.Br. The yield is 0.270. No catalyst specified. The product is [N:7]1[S:8][N:9]=[C:5]2[CH:4]=[C:3]([OH:2])[CH:11]=[CH:10][C:6]=12. (7) The catalyst is C(Cl)Cl. The yield is 0.310. The product is [C:18]([C:7]1[C:6]2[C:10](=[CH:11][CH:12]=[C:4]([N+:1]([O-:3])=[O:2])[CH:5]=2)[NH:9][CH:8]=1)([CH3:21])([CH3:20])[CH3:19]. The reactants are [N+:1]([C:4]1[CH:5]=[C:6]2[C:10](=[CH:11][CH:12]=1)[NH:9][CH:8]=[CH:7]2)([O-:3])=[O:2].[Al+3].[Cl-].[Cl-].[Cl-].Br[C:18]([CH3:21])([CH3:20])[CH3:19].